From a dataset of Forward reaction prediction with 1.9M reactions from USPTO patents (1976-2016). Predict the product of the given reaction. (1) Given the reactants Br[C:2]1[CH:7]=[CH:6][C:5]([Br:8])=[CH:4][N:3]=1.[CH2:9]([O:11][C:12]1[C:13]([F:21])=[C:14](B(O)O)[CH:15]=[CH:16][CH:17]=1)[CH3:10], predict the reaction product. The product is: [Br:8][C:5]1[CH:6]=[CH:7][C:2]([C:14]2[CH:15]=[CH:16][CH:17]=[C:12]([O:11][CH2:9][CH3:10])[C:13]=2[F:21])=[N:3][CH:4]=1. (2) Given the reactants [Si]([O:8][CH2:9][C@@H:10]1[C@@H:14]([C:15]2[CH:20]=[CH:19][CH:18]=[CH:17][CH:16]=2)[CH2:13][N:12]([CH2:21][C:22]2([P:27]([O:32][CH2:33][CH3:34])(=[O:31])[O:28][CH2:29][CH3:30])[CH2:26][CH2:25][CH2:24][CH2:23]2)[CH2:11]1)(C(C)(C)C)(C)C, predict the reaction product. The product is: [OH:8][CH2:9][C@@H:10]1[C@@H:14]([C:15]2[CH:20]=[CH:19][CH:18]=[CH:17][CH:16]=2)[CH2:13][N:12]([CH2:21][C:22]2([P:27]([O:32][CH2:33][CH3:34])(=[O:31])[O:28][CH2:29][CH3:30])[CH2:26][CH2:25][CH2:24][CH2:23]2)[CH2:11]1. (3) Given the reactants [CH3:1][C:2]1([CH3:10])[O:7][C:6](=[O:8])[CH2:5][C:4](=[O:9])[O:3]1.[OH:11][C:12]1[CH:13]=[C:14]([CH:17]=[CH:18][CH:19]=1)[CH:15]=O, predict the reaction product. The product is: [OH:11][C:12]1[CH:13]=[C:14]([CH:17]=[CH:18][CH:19]=1)[CH:15]=[C:5]1[C:6](=[O:8])[O:7][C:2]([CH3:10])([CH3:1])[O:3][C:4]1=[O:9]. (4) Given the reactants Cl.[Cl:2][C:3]1[CH:16]=[CH:15][C:6]([CH2:7][CH:8]([C:12](=O)[CH3:13])[C:9](=O)[CH3:10])=[CH:5][CH:4]=1.[NH2:17][C:18]1[C:22]([C:23]([O:25][CH2:26][CH3:27])=[O:24])=[CH:21][NH:20][N:19]=1, predict the reaction product. The product is: [Cl:2][C:3]1[CH:16]=[CH:15][C:6]([CH2:7][C:8]2[C:12]([CH3:13])=[N:17][C:18]3[N:19]([N:20]=[CH:21][C:22]=3[C:23]([O:25][CH2:26][CH3:27])=[O:24])[C:9]=2[CH3:10])=[CH:5][CH:4]=1. (5) Given the reactants [Br:1][C:2]1[CH:7]=[CH:6][C:5]([SH:8])=[CH:4][CH:3]=1.Br.Br[CH2:11][C:12]1[CH:13]=[N:14][CH:15]=[CH:16][CH:17]=1.C(=O)([O-])[O-].[K+].[K+], predict the reaction product. The product is: [Br:1][C:2]1[CH:7]=[CH:6][C:5]([S:8][CH2:11][C:12]2[CH:13]=[N:14][CH:15]=[CH:16][CH:17]=2)=[CH:4][CH:3]=1. (6) Given the reactants C(=O)([O-])[O-].[Cs+].[Cs+].[CH3:7][C:8]1[CH:13]=[CH:12][C:11]([C:14]2[O:18][N:17]=[C:16]([CH3:19])[N:15]=2)=[CH:10][C:9]=1[OH:20].[CH2:21]([O:23][C:24]([C:26]1[C:27]2[S:35][CH:34]=[C:33]([CH2:36]Br)[C:28]=2[C:29]([Cl:32])=[N:30][CH:31]=1)=[O:25])[CH3:22], predict the reaction product. The product is: [CH2:21]([O:23][C:24]([C:26]1[C:27]2[S:35][CH:34]=[C:33]([CH2:36][O:20][C:9]3[CH:10]=[C:11]([C:14]4[O:18][N:17]=[C:16]([CH3:19])[N:15]=4)[CH:12]=[CH:13][C:8]=3[CH3:7])[C:28]=2[C:29]([Cl:32])=[N:30][CH:31]=1)=[O:25])[CH3:22]. (7) Given the reactants C(O[C:6](=O)[NH:7][CH2:8][CH2:9][C:10](=[O:19])[NH:11][C:12]1[CH:17]=[CH:16][CH:15]=[C:14]([OH:18])[CH:13]=1)(C)(C)C.[F:21][C:22]([F:27])([F:26])[C:23]([OH:25])=[O:24].[O:28]=[C:29]1[NH:38][CH:37]=[CH:36][C:35]2[N:34]=[C:33]([C:39]3[CH:46]=[CH:45][C:42](C=O)=[CH:41][CH:40]=3)[C:32]([C:47]3[CH:52]=[CH:51][CH:50]=[CH:49][CH:48]=3)=[CH:31][C:30]1=2.C(O[BH-](OC(=O)C)OC(=O)C)(=O)C.[Na+], predict the reaction product. The product is: [F:21][C:22]([F:27])([F:26])[C:23]([O-:25])=[O:24].[OH:18][C:14]1[CH:13]=[C:12]([NH:11][C:10](=[O:19])[CH2:9][CH2:8][NH2+:7][CH2:6][C:42]2[CH:41]=[CH:40][C:39]([C:33]3[C:32]([C:47]4[CH:48]=[CH:49][CH:50]=[CH:51][CH:52]=4)=[CH:31][C:30]4[C:29](=[O:28])[NH:38][CH:37]=[CH:36][C:35]=4[N:34]=3)=[CH:46][CH:45]=2)[CH:17]=[CH:16][CH:15]=1. (8) Given the reactants [Cl:1][C:2]1[CH:3]=[CH:4][C:5]([O:25][CH2:26][C:27]2[CH:32]=[CH:31][C:30]([Cl:33])=[CH:29][C:28]=2[F:34])=[C:6]([CH:24]=1)[CH2:7][N:8]1[C:16]2[CH:15]=[CH:14][CH:13]=[C:12]([C:17](OC)=[O:18])[C:11]=2[C:10]([CH2:21][CH:22]=[O:23])=[CH:9]1.[BH4-].[Na+].O, predict the reaction product. The product is: [Cl:1][C:2]1[CH:3]=[CH:4][C:5]([O:25][CH2:26][C:27]2[CH:32]=[CH:31][C:30]([Cl:33])=[CH:29][C:28]=2[F:34])=[C:6]([CH:24]=1)[CH2:7][N:8]1[C:16]2[CH:15]=[CH:14][CH:13]=[C:12]3[C:17](=[O:18])[O:23][CH2:22][CH2:21][C:10]([C:11]=23)=[CH:9]1.